From a dataset of Reaction yield outcomes from USPTO patents with 853,638 reactions. Predict the reaction yield, written as a fraction of the theoretical maximum amount of product (1.0 means a 100% yield; for example, 0.34 means a 34% yield). (1) The reactants are C([C:5]1[N:6]([CH2:17][C@@H:18]2[CH2:22][O:21][C:20]([CH3:24])([CH3:23])[O:19]2)[C:7]2[C:12]([CH:13]=1)=[CH:11][C:10]([N+:14]([O-])=O)=[CH:9][CH:8]=2)(C)(C)C.C([O-])=O.[NH4+]. The catalyst is C(O)C.O.[Pd]. The product is [CH3:23][C:20]1([CH3:24])[O:19][CH:18]([CH2:17][N:6]2[C:7]3[C:12](=[CH:11][C:10]([NH2:14])=[CH:9][CH:8]=3)[CH:13]=[CH:5]2)[CH2:22][O:21]1. The yield is 0.980. (2) The reactants are [C:1]1([C:7]2[N:11]=[CH:10][NH:9][N:8]=2)[CH:6]=[CH:5][CH:4]=[CH:3][CH:2]=1.Cl[C:13]1[CH:18]=[CH:17][CH:16]=[CH:15][N:14]=1. No catalyst specified. The product is [C:1]1([C:7]2[N:11]=[CH:10][N:9]([C:13]3[CH:18]=[CH:17][CH:16]=[CH:15][N:14]=3)[N:8]=2)[CH:2]=[CH:3][CH:4]=[CH:5][CH:6]=1. The yield is 0.710. (3) The reactants are [NH2:1][C:2]1[CH:7]=[C:6]([Cl:8])[C:5]([OH:9])=[C:4]([Cl:10])[CH:3]=1.[CH2:11]([O:17][C:18](Cl)=[O:19])[CH2:12][CH2:13][CH2:14][CH2:15][CH3:16]. No catalyst specified. The product is [CH2:11]([O:17][C:18](=[O:19])[NH:1][C:2]1[CH:7]=[C:6]([Cl:8])[C:5]([OH:9])=[C:4]([Cl:10])[CH:3]=1)[CH2:12][CH2:13][CH2:14][CH2:15][CH3:16]. The yield is 0.430. (4) The reactants are [CH3:1][N:2]1[C:6]([C:7]2[C:12]([F:13])=[CH:11][N:10]=[C:9]([NH2:14])[N:8]=2)=[CH:5][N:4]=[C:3]1[CH3:15].Br[C:17]1[CH:22]=[CH:21][C:20]([S:23]([N:26]2[CH2:31][CH2:30][N:29]([CH3:32])[CH2:28][CH2:27]2)(=[O:25])=[O:24])=[C:19]([Cl:33])[CH:18]=1. No catalyst specified. The product is [Cl:33][C:19]1[CH:18]=[C:17]([NH:14][C:9]2[N:8]=[C:7]([C:6]3[N:2]([CH3:1])[C:3]([CH3:15])=[N:4][CH:5]=3)[C:12]([F:13])=[CH:11][N:10]=2)[CH:22]=[CH:21][C:20]=1[S:23]([N:26]1[CH2:27][CH2:28][N:29]([CH3:32])[CH2:30][CH2:31]1)(=[O:25])=[O:24]. The yield is 0.310. (5) The reactants are [C:1]([C:3]([C:6]1[CH:7]=[C:8]([CH:12]=[CH:13][CH:14]=1)[C:9]([OH:11])=O)([CH3:5])[CH3:4])#[N:2].C(Cl)(=O)C(Cl)=O.O1CCCC1.[NH2:26][C:27]1[CH:28]=[C:29]([CH:44]=[CH:45][CH:46]=1)[O:30][C:31]1[CH:32]=[CH:33][C:34]2[N:35]([CH:37]=[C:38]([NH:40][C:41](=[O:43])[CH3:42])[N:39]=2)[N:36]=1. The catalyst is CN(C)C=O.CN1CCCC1=O. The product is [C:41]([NH:40][C:38]1[N:39]=[C:34]2[CH:33]=[CH:32][C:31]([O:30][C:29]3[CH:28]=[C:27]([NH:26][C:9](=[O:11])[C:8]4[CH:12]=[CH:13][CH:14]=[C:6]([C:3]([C:1]#[N:2])([CH3:4])[CH3:5])[CH:7]=4)[CH:46]=[CH:45][CH:44]=3)=[N:36][N:35]2[CH:37]=1)(=[O:43])[CH3:42]. The yield is 0.690. (6) The reactants are [CH3:1][CH:2]([CH2:7][C:8]([CH3:11])([CH3:10])[CH3:9])[CH2:3][PH:4](=[O:6])[OH:5].[C:12]([O:31][CH3:32])(=[O:30])[CH2:13][CH2:14][CH2:15][CH2:16][CH2:17][CH2:18][CH2:19]/[CH:20]=[CH:21]\[CH2:22][CH2:23][CH2:24][CH2:25][CH2:26][CH2:27][CH2:28][CH3:29]. The catalyst is C(OOC(CC)(C)C)(CC)(C)C. The product is [CH3:32][O:31][C:12](=[O:30])[CH2:13][CH2:14][CH2:15][CH2:16][CH2:17][CH2:18][CH2:19][CH2:20][CH:21]([P:4]([OH:5])([CH2:3][CH:2]([CH3:1])[CH2:7][C:8]([CH3:10])([CH3:9])[CH3:11])=[O:6])[CH2:22][CH2:23][CH2:24][CH2:25][CH2:26][CH2:27][CH2:28][CH3:29]. The yield is 1.00.